This data is from Peptide-MHC class II binding affinity with 134,281 pairs from IEDB. The task is: Regression. Given a peptide amino acid sequence and an MHC pseudo amino acid sequence, predict their binding affinity value. This is MHC class II binding data. (1) The peptide sequence is IVALIIAIVVWTIV. The MHC is DRB1_0101 with pseudo-sequence DRB1_0101. The binding affinity (normalized) is 0.486. (2) The peptide sequence is VDFGNSYIAEMETES. The MHC is DRB1_0701 with pseudo-sequence DRB1_0701. The binding affinity (normalized) is 0.275. (3) The peptide sequence is GELQIMDKIDAAFKI. The MHC is DRB1_0401 with pseudo-sequence DRB1_0401. The binding affinity (normalized) is 0.589. (4) The peptide sequence is TPEKEEPTAAPAEPE. The MHC is DRB1_0901 with pseudo-sequence DRB1_0901. The binding affinity (normalized) is 0. (5) The peptide sequence is RSALILRGSVAHKSC. The MHC is DRB1_0404 with pseudo-sequence DRB1_0404. The binding affinity (normalized) is 0.738. (6) The peptide sequence is PDKPSLDISLETVAID. The MHC is DRB1_0801 with pseudo-sequence DRB1_0801. The binding affinity (normalized) is 0.255. (7) The peptide sequence is GKVDTGVAVSRGTAK. The MHC is HLA-DQA10501-DQB10303 with pseudo-sequence HLA-DQA10501-DQB10303. The binding affinity (normalized) is 0.481. (8) The peptide sequence is DSVTPMILKAQKGGNL. The MHC is HLA-DPA10103-DPB10401 with pseudo-sequence HLA-DPA10103-DPB10401. The binding affinity (normalized) is 0.0935. (9) The peptide sequence is LAQILMDNDLAATND. The MHC is DRB1_0404 with pseudo-sequence DRB1_0404. The binding affinity (normalized) is 0.429.